Dataset: Reaction yield outcomes from USPTO patents with 853,638 reactions. Task: Predict the reaction yield, written as a fraction of the theoretical maximum amount of product (1.0 means a 100% yield; for example, 0.34 means a 34% yield). (1) The product is [Cl:61][C:62]1[CH:67]=[CH:66][C:65]([CH2:68][CH2:69][NH:70][C:18]([C:17]2[CH:21]=[CH:22][C:14]([O:13][C:12]3[CH:11]=[C:10]4[C:5]([CH:6]([C:24]([O:26][CH3:27])=[O:25])[CH2:7][CH2:8][O:9]4)=[CH:4][C:3]=3[C:1]#[N:2])=[C:15]([CH3:23])[CH:16]=2)=[O:20])=[CH:64][CH:63]=1. The reactants are [C:1]([C:3]1[CH:4]=[C:5]2[C:10](=[CH:11][C:12]=1[O:13][C:14]1[CH:22]=[CH:21][C:17]([C:18]([OH:20])=O)=[CH:16][C:15]=1[CH3:23])[O:9][CH2:8][CH2:7][CH:6]2[C:24]([O:26][CH3:27])=[O:25])#[N:2].C(N(C(C)C)C(C)C)C.CN(C(ON1N=NC2C=CC=CC1=2)=[N+](C)C)C.F[P-](F)(F)(F)(F)F.[Cl:61][C:62]1[CH:67]=[CH:66][C:65]([CH2:68][CH2:69][NH2:70])=[CH:64][CH:63]=1.Cl. The yield is 0.340. The catalyst is CN(C=O)C. (2) The reactants are [CH3:1][NH2:2].[Br:3][C:4]1[CH:9]=[CH:8][C:7]([S:10](Cl)(=[O:12])=[O:11])=[CH:6][C:5]=1[CH3:14]. The catalyst is O1CCCC1. The product is [Br:3][C:4]1[CH:9]=[CH:8][C:7]([S:10]([NH:2][CH3:1])(=[O:12])=[O:11])=[CH:6][C:5]=1[CH3:14]. The yield is 0.857. (3) The reactants are [H-].[Na+].[F:3][C:4]1[CH:5]=[CH:6][CH:7]=[C:8]2[C:12]=1[NH:11][N:10]=[C:9]2[C:13]([O:15][CH3:16])=[O:14].[C:17]([C:19]1[CH:26]=[CH:25][C:22]([CH2:23]Br)=[CH:21][CH:20]=1)#[N:18]. The catalyst is CN(C=O)C. The product is [C:17]([C:19]1[CH:26]=[CH:25][C:22]([CH2:23][N:11]2[C:12]3[C:8](=[CH:7][CH:6]=[CH:5][C:4]=3[F:3])[C:9]([C:13]([O:15][CH3:16])=[O:14])=[N:10]2)=[CH:21][CH:20]=1)#[N:18]. The yield is 0.688. (4) The reactants are [CH2:1]([N:8](C)[CH2:9][CH2:10][C:11]([O:13][CH2:14][CH3:15])=[O:12])C1C=CC=CC=1. The catalyst is C(O)C.[Pd]. The product is [CH3:1][NH:8][CH2:9][CH2:10][C:11]([O:13][CH2:14][CH3:15])=[O:12]. The yield is 0.630.